From a dataset of NCI-60 drug combinations with 297,098 pairs across 59 cell lines. Regression. Given two drug SMILES strings and cell line genomic features, predict the synergy score measuring deviation from expected non-interaction effect. (1) Cell line: TK-10. Drug 2: CS(=O)(=O)CCNCC1=CC=C(O1)C2=CC3=C(C=C2)N=CN=C3NC4=CC(=C(C=C4)OCC5=CC(=CC=C5)F)Cl. Synergy scores: CSS=6.77, Synergy_ZIP=-6.07, Synergy_Bliss=2.98, Synergy_Loewe=-19.8, Synergy_HSA=1.90. Drug 1: C1CC(=O)NC(=O)C1N2CC3=C(C2=O)C=CC=C3N. (2) Drug 1: C1=NC2=C(N1)C(=S)N=C(N2)N. Synergy scores: CSS=31.3, Synergy_ZIP=-1.71, Synergy_Bliss=-6.38, Synergy_Loewe=-6.30, Synergy_HSA=-3.36. Cell line: LOX IMVI. Drug 2: CCC(=C(C1=CC=CC=C1)C2=CC=C(C=C2)OCCN(C)C)C3=CC=CC=C3.C(C(=O)O)C(CC(=O)O)(C(=O)O)O. (3) Drug 1: C1CCC(CC1)NC(=O)N(CCCl)N=O. Drug 2: CCCCC(=O)OCC(=O)C1(CC(C2=C(C1)C(=C3C(=C2O)C(=O)C4=C(C3=O)C=CC=C4OC)O)OC5CC(C(C(O5)C)O)NC(=O)C(F)(F)F)O. Cell line: SF-295. Synergy scores: CSS=34.0, Synergy_ZIP=-10.8, Synergy_Bliss=-3.83, Synergy_Loewe=-1.27, Synergy_HSA=-2.05. (4) Drug 1: CS(=O)(=O)CCNCC1=CC=C(O1)C2=CC3=C(C=C2)N=CN=C3NC4=CC(=C(C=C4)OCC5=CC(=CC=C5)F)Cl. Drug 2: C1CNP(=O)(OC1)N(CCCl)CCCl. Cell line: T-47D. Synergy scores: CSS=-0.481, Synergy_ZIP=1.94, Synergy_Bliss=2.59, Synergy_Loewe=-2.87, Synergy_HSA=-1.14.